Dataset: Peptide-MHC class I binding affinity with 185,985 pairs from IEDB/IMGT. Task: Regression. Given a peptide amino acid sequence and an MHC pseudo amino acid sequence, predict their binding affinity value. This is MHC class I binding data. (1) The peptide sequence is KYYLAYTSY. The MHC is HLA-B18:01 with pseudo-sequence HLA-B18:01. The binding affinity (normalized) is 0.289. (2) The peptide sequence is FPRIWLHGL. The MHC is HLA-B58:01 with pseudo-sequence HLA-B58:01. The binding affinity (normalized) is 0. (3) The MHC is HLA-A02:03 with pseudo-sequence HLA-A02:03. The binding affinity (normalized) is 0.578. The peptide sequence is RVRQQVIQL. (4) The peptide sequence is RVTGGVFLVDK. The MHC is HLA-A68:01 with pseudo-sequence HLA-A68:01. The binding affinity (normalized) is 0.0641. (5) The peptide sequence is GALDVSASV. The MHC is HLA-A02:01 with pseudo-sequence HLA-A02:01. The binding affinity (normalized) is 0.886.